From a dataset of Peptide-MHC class II binding affinity with 134,281 pairs from IEDB. Regression. Given a peptide amino acid sequence and an MHC pseudo amino acid sequence, predict their binding affinity value. This is MHC class II binding data. (1) The peptide sequence is PPVSFHGSDGCWYPM. The MHC is DRB1_0801 with pseudo-sequence DRB1_0801. The binding affinity (normalized) is 0. (2) The peptide sequence is DINASFRAAMATTAN. The MHC is HLA-DQA10501-DQB10301 with pseudo-sequence HLA-DQA10501-DQB10301. The binding affinity (normalized) is 0.847. (3) The peptide sequence is SLFFSAQPFEITAST. The MHC is DRB4_0101 with pseudo-sequence DRB4_0103. The binding affinity (normalized) is 0.589. (4) The binding affinity (normalized) is 0.568. The MHC is DRB1_1101 with pseudo-sequence DRB1_1101. The peptide sequence is QDPKNVYQRGTHPFS. (5) The peptide sequence is IYECKGVTVKDVTIT. The MHC is DRB1_0401 with pseudo-sequence DRB1_0401. The binding affinity (normalized) is 0.223. (6) The MHC is DRB1_0404 with pseudo-sequence DRB1_0404. The peptide sequence is QKYVNNTATLLMTSL. The binding affinity (normalized) is 0.548.